Predict the reactants needed to synthesize the given product. From a dataset of Full USPTO retrosynthesis dataset with 1.9M reactions from patents (1976-2016). (1) Given the product [CH2:10]([S:12]([C:15]1[CH:16]=[C:17]([C:21]2[C:26]3[C:27]4[CH:33]=[C:32]([CH3:34])[CH:31]=[N:30][C:28]=4[NH:29][C:25]=3[C:24]([NH:1][CH2:2][CH:3]3[CH2:8][CH2:7][N:6]([CH3:9])[CH2:5][CH2:4]3)=[N:23][CH:22]=2)[CH:18]=[CH:19][CH:20]=1)(=[O:13])=[O:14])[CH3:11], predict the reactants needed to synthesize it. The reactants are: [NH2:1][CH2:2][CH:3]1[CH2:8][CH2:7][N:6]([CH3:9])[CH2:5][CH2:4]1.[CH2:10]([S:12]([C:15]1[CH:16]=[C:17]([C:21]2[C:26]3[C:27]4[CH:33]=[C:32]([CH3:34])[CH:31]=[N:30][C:28]=4[NH:29][C:25]=3[C:24](NCCCN(C)C)=[N:23][CH:22]=2)[CH:18]=[CH:19][CH:20]=1)(=[O:14])=[O:13])[CH3:11]. (2) Given the product [N:12]1[CH:17]=[CH:16][CH:15]=[C:14]([C:2]2[CH:3]=[C:4]3[C:9](=[N:10][CH:11]=2)[NH:8][CH2:7][CH2:6][CH2:5]3)[CH:13]=1, predict the reactants needed to synthesize it. The reactants are: Br[C:2]1[CH:3]=[C:4]2[C:9](=[N:10][CH:11]=1)[NH:8][CH2:7][CH2:6][CH2:5]2.[N:12]1[CH:17]=[CH:16][CH:15]=[C:14](B(O)O)[CH:13]=1.C([O-])([O-])=O.[K+].[K+]. (3) The reactants are: [F:1][C:2]([F:22])([C:15]1[CH:20]=[CH:19][C:18]([F:21])=[CH:17][N:16]=1)[C:3]([NH:5][C:6]1[CH:14]=[CH:13][CH:12]=[CH:11][C:7]=1[C:8]([NH2:10])=[O:9])=O.ClC(Cl)C.Cl[Si](C)(C)C. Given the product [F:1][C:2]([F:22])([C:15]1[CH:20]=[CH:19][C:18]([F:21])=[CH:17][N:16]=1)[C:3]1[N:10]=[C:8]([OH:9])[C:7]2[C:6](=[CH:14][CH:13]=[CH:12][CH:11]=2)[N:5]=1, predict the reactants needed to synthesize it.